From a dataset of Reaction yield outcomes from USPTO patents with 853,638 reactions. Predict the reaction yield, written as a fraction of the theoretical maximum amount of product (1.0 means a 100% yield; for example, 0.34 means a 34% yield). (1) The reactants are [Cl:1][CH2:2][CH2:3][CH2:4][S:5]([O:8][CH2:9][C:10]([CH3:26])([CH3:25])[CH:11]([O:15][CH2:16][C:17]1[CH:22]=[CH:21][C:20]([O:23][CH3:24])=[CH:19][CH:18]=1)[C:12]([OH:14])=[O:13])(=[O:7])=[O:6].C(Cl)(=O)C(Cl)=O.[CH2:33](O)[C:34]1[CH:39]=[CH:38][CH:37]=[CH:36][CH:35]=1.N1C=CC=CC=1. The catalyst is ClCCl. The product is [Cl:1][CH2:2][CH2:3][CH2:4][S:5]([O:8][CH2:9][C:10]([CH3:26])([CH3:25])[CH:11]([O:15][CH2:16][C:17]1[CH:22]=[CH:21][C:20]([O:23][CH3:24])=[CH:19][CH:18]=1)[C:12]([O:14][CH2:33][C:34]1[CH:39]=[CH:38][CH:37]=[CH:36][CH:35]=1)=[O:13])(=[O:7])=[O:6]. The yield is 0.380. (2) The reactants are [SH-].[Na+].[CH3:3][C:4]1([CH3:13])[O:8][N:7]=[C:6]([S:9]([CH3:12])(=O)=O)[CH2:5]1.C(=O)([O-])[O-].[K+].[K+].C(S([O-])=O)O.[Na+].[Cl:26][C:27]1[S:31][N:30]=[C:29]([CH3:32])[C:28]=1CCl. The catalyst is CN(C)C=O.O. The product is [Cl:26][C:27]1[S:31][N:30]=[C:29]([CH3:32])[C:28]=1[CH2:12][S:9][C:6]1[CH2:5][C:4]([CH3:13])([CH3:3])[O:8][N:7]=1. The yield is 1.00. (3) The reactants are [CH3:1][C:2]1[CH:7]=[CH:6][C:5]([O:8][C:9]2[CH:14]=[CH:13][C:12]([N+:15]([O-])=O)=[CH:11][C:10]=2[CH3:18])=[CH:4][N:3]=1.[H][H]. The catalyst is [Pd].CO. The product is [CH3:18][C:10]1[CH:11]=[C:12]([NH2:15])[CH:13]=[CH:14][C:9]=1[O:8][C:5]1[CH:4]=[N:3][C:2]([CH3:1])=[CH:7][CH:6]=1. The yield is 0.870. (4) The yield is 0.290. The product is [CH:1]1[C:10]2[C:5](=[CH:6][CH:7]=[CH:8][CH:9]=2)[CH:4]=[CH:3][C:2]=1[C:11]1[CH:16]=[CH:15][N:14]=[C:13]([CH:17]=[O:19])[N:12]=1. The catalyst is O.CC(O)(C)C.O=[Os](=O)(=O)=O. The reactants are [CH:1]1[C:10]2[C:5](=[CH:6][CH:7]=[CH:8][CH:9]=2)[CH:4]=[CH:3][C:2]=1[C:11]1[CH:16]=[CH:15][N:14]=[C:13]([CH:17]=C)[N:12]=1.[O:19]1CCOCC1. (5) The reactants are C[O:2][C:3]([C@H:5]1[CH2:10][CH2:9][C@H:8]([O:11][C:12]2[CH:17]=[CH:16][CH:15]=[CH:14][C:13]=2[C:18]#[N:19])[CH2:7][CH2:6]1)=O.O.[NH2:21][NH2:22]. The catalyst is C(O)CCC. The product is [C:18]([C:13]1[CH:14]=[CH:15][CH:16]=[CH:17][C:12]=1[O:11][C@H:8]1[CH2:9][CH2:10][C@H:5]([C:3]([NH:21][NH2:22])=[O:2])[CH2:6][CH2:7]1)#[N:19]. The yield is 0.900. (6) The reactants are [C:1]([C:5]1[CH:6]=[C:7]([OH:15])[CH:8]=[C:9]([C:11]([CH3:14])([CH3:13])[CH3:12])[CH:10]=1)([CH3:4])([CH3:3])[CH3:2].C(N(CC)CC)C.[CH3:23][S:24](Cl)(=[O:26])=[O:25]. The catalyst is C1(C)C=CC=CC=1. The product is [CH3:23][S:24]([O:15][C:7]1[CH:6]=[C:5]([C:1]([CH3:4])([CH3:3])[CH3:2])[CH:10]=[C:9]([C:11]([CH3:14])([CH3:13])[CH3:12])[CH:8]=1)(=[O:26])=[O:25]. The yield is 0.980.